From a dataset of Reaction yield outcomes from USPTO patents with 853,638 reactions. Predict the reaction yield, written as a fraction of the theoretical maximum amount of product (1.0 means a 100% yield; for example, 0.34 means a 34% yield). (1) The reactants are [C:1]([N:4]1[C:13]2[C:8](=[CH:9][C:10](Br)=[CH:11][CH:12]=2)[C@H:7]([NH:15][C:16]2[CH:23]=[CH:22][C:19]([C:20]#[N:21])=[CH:18][N:17]=2)[CH2:6][C@@H:5]1[CH3:24])(=[O:3])[CH3:2].[B:25]1([B:25]2[O:29][C:28]([CH3:31])([CH3:30])[C:27]([CH3:33])([CH3:32])[O:26]2)[O:29][C:28]([CH3:31])([CH3:30])[C:27]([CH3:33])([CH3:32])[O:26]1.C([O-])(=O)C.[K+]. The catalyst is C1C=CC(P(C2C=CC=CC=2)[C-]2C=CC=C2)=CC=1.C1C=CC(P(C2C=CC=CC=2)[C-]2C=CC=C2)=CC=1.Cl[Pd]Cl.[Fe+2].CS(C)=O. The product is [C:1]([N:4]1[C:13]2[C:8](=[CH:9][C:10]([B:25]3[O:29][C:28]([CH3:31])([CH3:30])[C:27]([CH3:33])([CH3:32])[O:26]3)=[CH:11][CH:12]=2)[C@H:7]([NH:15][C:16]2[CH:23]=[CH:22][C:19]([C:20]#[N:21])=[CH:18][N:17]=2)[CH2:6][C@@H:5]1[CH3:24])(=[O:3])[CH3:2]. The yield is 0.840. (2) The reactants are Br[N:2]1[C:6]2C(Cl)=CC=CC=2[N:4]=[C:3]1[CH2:12][CH:13]1[CH2:18][CH2:17][NH:16][CH2:15][CH2:14]1.C([O-])([O-])=O.[Cs+].[Cs+].[C:25]1([C:44]2[CH:49]=[CH:48][CH:47]=[CH:46][CH:45]=2)C=CC=CC=1P(C1CCCCC1)C1CCCCC1.[F:50][C:51]1[CH:56]=[CH:55][C:54](I)=[CH:53][CH:52]=1. The catalyst is C1(C)C=CC=CC=1.ClCCl.C([O-])(=O)C.[Pd+2].C([O-])(=O)C. The product is [F:50][C:51]1[CH:56]=[CH:55][C:54]([N:16]2[CH2:17][CH2:18][CH:13]([CH2:12][C:3]3[N:2]([CH3:6])[C:49]4[C:44]([CH3:25])=[CH:45][CH:46]=[CH:47][C:48]=4[N:4]=3)[CH2:14][CH2:15]2)=[CH:53][CH:52]=1. The yield is 0.445. (3) The reactants are Cl.[C-:2]1([C:7]([CH2:9][CH2:10][CH2:11][CH2:12][CH2:13][CH2:14][CH2:15][CH2:16][CH2:17][CH2:18][CH2:19][Br:20])=O)[CH:6]=[CH:5][CH:4]=[CH:3]1.[CH-:21]1[CH:25]=[CH:24][CH:23]=[CH:22]1.[Fe+2:26]. The catalyst is C1(C)C=CC=CC=1. The product is [C-:2]1([CH2:7][CH2:9][CH2:10][CH2:11][CH2:12][CH2:13][CH2:14][CH2:15][CH2:16][CH2:17][CH2:18][CH2:19][Br:20])[CH:6]=[CH:5][CH:4]=[CH:3]1.[CH-:21]1[CH:25]=[CH:24][CH:23]=[CH:22]1.[Fe+2:26]. The yield is 0.900. (4) The reactants are [CH3:1][S:2]([C:5]1[CH:10]=[CH:9][C:8]([C:11]2[N:16]=[C:15]([C:17]([F:20])([F:19])[F:18])[N:14]=[C:13]([N:21]3[CH2:26][CH2:25][NH:24][CH2:23][CH2:22]3)[C:12]=2[C:27]2[CH:32]=[CH:31][CH:30]=[CH:29][CH:28]=2)=[CH:7][CH:6]=1)(=[O:4])=[O:3].[S:33]1[CH:37]=[CH:36][CH:35]=[C:34]1[C:38](O)=[O:39].CCN=C=NCCCN(C)C.C1C=CC2N(O)N=NC=2C=1. The catalyst is CN(C=O)C.C(OCC)(=O)C. The product is [CH3:1][S:2]([C:5]1[CH:6]=[CH:7][C:8]([C:11]2[N:16]=[C:15]([C:17]([F:20])([F:19])[F:18])[N:14]=[C:13]([N:21]3[CH2:22][CH2:23][N:24]([C:38]([C:34]4[S:33][CH:37]=[CH:36][CH:35]=4)=[O:39])[CH2:25][CH2:26]3)[C:12]=2[C:27]2[CH:32]=[CH:31][CH:30]=[CH:29][CH:28]=2)=[CH:9][CH:10]=1)(=[O:4])=[O:3]. The yield is 0.486. (5) The reactants are [CH3:1][O:2][C:3]([C:5]1[N:6]=[CH:7][NH:8][CH:9]=1)=[O:4].[H-].[Na+].[Cl:12][C:13]1[CH:18]=[CH:17][C:16]([C@@H:19]2[C@:21]3([C:29]4[C:24](=[CH:25][CH:26]=[CH:27][CH:28]=4)[N:23]([CH2:30][C:31]4C=CN=CC=4)[C:22]3=[O:37])[CH2:20]2)=[CH:15][CH:14]=1.BrCCN1C2C(=CC=CC=2)[C@@]2(C[C@@H]2C2C=CC(Cl)=CC=2)C1=O. The catalyst is CN(C=O)C. The product is [CH3:1][O:2][C:3]([C:5]1[N:6]=[CH:7][N:8]([CH2:31][CH2:30][N:23]2[C:24]3[C:29](=[CH:28][CH:27]=[CH:26][CH:25]=3)[C@:21]3([CH2:20][C@H:19]3[C:16]3[CH:15]=[CH:14][C:13]([Cl:12])=[CH:18][CH:17]=3)[C:22]2=[O:37])[CH:9]=1)=[O:4]. The yield is 0.350. (6) The reactants are C(=O)([O-])[O-].[K+].[K+].[NH2:7][C:8]1[CH:13]=[CH:12][C:11]([NH2:14])=[CH:10][CH:9]=1.[C:15](O[C:15]([O:16][C:17]([CH3:20])([CH3:19])[CH3:18])=[O:21])(=[O:21])[O:16][C:17]([CH3:20])([CH3:19])[CH3:18].O. The catalyst is C1COCC1.CN(C=O)C.ClCCl.CC(C)=O. The product is [C:17]([O:16][C:15](=[O:21])[NH:7][C:8]1[CH:13]=[CH:12][C:11]([NH2:14])=[CH:10][CH:9]=1)([CH3:20])([CH3:19])[CH3:18]. The yield is 0.950. (7) The reactants are [Cl-].[Al+3].[Cl-].[Cl-].[Cl:5][C:6]1[CH:11]=[CH:10][C:9]([C:12]2[CH:17]=[CH:16][CH:15]=[CH:14][CH:13]=2)=[CH:8][CH:7]=1.C(Cl)(=O)[C:19]([Cl:21])=[O:20].Cl. The catalyst is ClC1C=CC=CC=1Cl. The product is [Cl:5][C:6]1[CH:7]=[CH:8][C:9]([C:12]2[CH:17]=[CH:16][C:15]([C:19]([Cl:21])=[O:20])=[CH:14][CH:13]=2)=[CH:10][CH:11]=1. The yield is 0.930.